From a dataset of Reaction yield outcomes from USPTO patents with 853,638 reactions. Predict the reaction yield, written as a fraction of the theoretical maximum amount of product (1.0 means a 100% yield; for example, 0.34 means a 34% yield). (1) The reactants are [C:1]([C:3]1[CH:8]=[CH:7][C:6](B(O)O)=[CH:5][C:4]=1[F:12])#[N:2].[Cl:13][C:14]1[CH:19]=[C:18](Cl)[N:17]=[C:16]([NH2:21])[N:15]=1.C([O-])(O)=O.[Na+]. The catalyst is C1C=CC([P]([Pd]([P](C2C=CC=CC=2)(C2C=CC=CC=2)C2C=CC=CC=2)([P](C2C=CC=CC=2)(C2C=CC=CC=2)C2C=CC=CC=2)[P](C2C=CC=CC=2)(C2C=CC=CC=2)C2C=CC=CC=2)(C2C=CC=CC=2)C2C=CC=CC=2)=CC=1.O1CCOCC1. The product is [NH2:21][C:16]1[N:17]=[C:18]([C:6]2[CH:7]=[CH:8][C:3]([C:1]#[N:2])=[C:4]([F:12])[CH:5]=2)[CH:19]=[C:14]([Cl:13])[N:15]=1. The yield is 0.320. (2) The reactants are [C:1]([C:3]1[CH:4]=[C:5]([C:10]2[O:14][C:13]([NH:15][C:16]([NH:18][CH2:19][C:20]3[CH:25]=[CH:24][CH:23]=[C:22]([F:26])[CH:21]=3)=[O:17])=[N:12][N:11]=2)[CH:6]=[CH:7][C:8]=1F)#[N:2].O.[NH2:28][NH2:29]. The catalyst is C(O)CCC. The product is [NH2:2][C:1]1[C:3]2[C:8](=[CH:7][CH:6]=[C:5]([C:10]3[O:14][C:13]([NH:15][C:16]([NH:18][CH2:19][C:20]4[CH:25]=[CH:24][CH:23]=[C:22]([F:26])[CH:21]=4)=[O:17])=[N:12][N:11]=3)[CH:4]=2)[NH:29][N:28]=1. The yield is 0.210. (3) The reactants are [CH:1]([N:4](CC)C(C)C)(C)C.Cl.[F:11][C:12]1([F:17])[CH2:16][CH2:15][NH:14][CH2:13]1.N#CBr.Cl[CH:22](Cl)[C:23](Cl)=[O:24].C[N:28]([C:30](OC(C)(C)C)=O)[NH2:29].FC(F)(F)C(O)=O.C([O-])(=O)C.[Na+]. The catalyst is C(OCC)C.ClCCl. The product is [F:11][C:12]1([F:17])[CH2:16][CH2:15][N:14]([C:1]2[N:4]=[C:22]([CH:23]=[O:24])[N:28]([CH3:30])[N:29]=2)[CH2:13]1. The yield is 0.920.